This data is from TCR-epitope binding with 47,182 pairs between 192 epitopes and 23,139 TCRs. The task is: Binary Classification. Given a T-cell receptor sequence (or CDR3 region) and an epitope sequence, predict whether binding occurs between them. (1) The epitope is HTTDPSFLGRY. The TCR CDR3 sequence is CASSQPGTAPGELFF. Result: 0 (the TCR does not bind to the epitope). (2) The epitope is GMFNMLSTVLGVS. The TCR CDR3 sequence is CASSRPPEGTEAFF. Result: 0 (the TCR does not bind to the epitope). (3) The epitope is IQYIDIGNY. The TCR CDR3 sequence is CAISGGSNQPQHF. Result: 1 (the TCR binds to the epitope).